From a dataset of Forward reaction prediction with 1.9M reactions from USPTO patents (1976-2016). Predict the product of the given reaction. (1) The product is: [CH3:1][C:2]1[C:24]2[N-:25][C:4](=[CH:5][C:6]3[C:7]([CH2:33][CH2:34][C:35]([O-:37])=[O:36])=[C:8]([CH3:32])[C:9](=[CH:11][C:12]4[N+:16](=[Fe:44])[C:15]([CH:17]=[C:18]5[N:22]=[C:21]([CH:23]=2)[C:20]([CH:26]=[CH2:27])=[C:19]5[CH3:28])=[C:14]([CH:29]=[CH2:30])[C:13]=4[CH3:31])[N:10]=3)[C:3]=1[CH2:38][CH2:39][C:40]([OH:42])=[O:41].[CH3:1][C:2]1[C:24]2[N-:25][C:4](=[CH:5][C:6]3[C:7]([CH2:33][CH2:34][C:35]([O-:37])=[O:36])=[C:8]([CH3:32])[C:9](=[CH:11][C:12]4[N+:16](=[Fe:44])[C:15]([CH:17]=[C:18]5[N:22]=[C:21]([CH:23]=2)[C:20]([CH:26]=[CH2:27])=[C:19]5[CH3:28])=[C:14]([CH:29]=[CH2:30])[C:13]=4[CH3:31])[N:10]=3)[C:3]=1[CH2:38][CH2:39][C:40]([OH:42])=[O:41].[CH3:1][C:2]1[C:24]2[N-:25][C:4](=[CH:5][C:6]3[C:7]([CH2:33][CH2:34][C:35]([O-:37])=[O:36])=[C:8]([CH3:32])[C:9](=[CH:11][C:12]4[N+:16](=[Fe:44])[C:15]([CH:17]=[C:18]5[N:22]=[C:21]([CH:23]=2)[C:20]([CH:26]=[CH2:27])=[C:19]5[CH3:28])=[C:14]([CH:29]=[CH2:30])[C:13]=4[CH3:31])[N:10]=3)[C:3]=1[CH2:38][CH2:39][C:40]([OH:42])=[O:41].[CH3:1][C:2]1[C:24]2[N-:25][C:4](=[CH:5][C:6]3[C:7]([CH2:33][CH2:34][C:35]([O-:37])=[O:36])=[C:8]([CH3:32])[C:9](=[CH:11][C:12]4[N+:16](=[Fe:44])[C:15]([CH:17]=[C:18]5[N:22]=[C:21]([CH:23]=2)[C:20]([CH:26]=[CH2:27])=[C:19]5[CH3:28])=[C:14]([CH:29]=[CH2:30])[C:13]=4[CH3:31])[N:10]=3)[C:3]=1[CH2:38][CH2:39][C:40]([OH:42])=[O:41].[CH3:31][C:13]1[C:12]2[N-:16][C:15](=[CH:17][C:18]3[C:19]([CH3:28])=[C:20]([CH:26]=[CH2:27])[C:21](=[CH:23][C:24]4[N-:25][C:4]([CH:5]=[C:6]5[N:10]=[C:9]([CH:11]=2)[C:8]([CH3:32])=[C:7]5[CH2:33][CH2:34][C:35]([OH:37])=[O:36])=[C:3]([CH2:38][CH2:39][C:40]([O-:42])=[O:41])[C:2]=4[CH3:1])[N:22]=3)[C:14]=1[CH:29]=[CH2:30].[CH3:31][C:13]1[C:12]2[N-:16][C:15](=[CH:17][C:18]3[C:19]([CH3:28])=[C:20]([CH:26]=[CH2:27])[C:21](=[CH:23][C:24]4[N-:25][C:4]([CH:5]=[C:6]5[N:10]=[C:9]([CH:11]=2)[C:8]([CH3:32])=[C:7]5[CH2:33][CH2:34][C:35]([OH:37])=[O:36])=[C:3]([CH2:38][CH2:39][C:40]([O-:42])=[O:41])[C:2]=4[CH3:1])[N:22]=3)[C:14]=1[CH:29]=[CH2:30].[CH3:31][C:13]1[C:12]2[N-:16][C:15](=[CH:17][C:18]3[C:19]([CH3:28])=[C:20]([CH:26]=[CH2:27])[C:21](=[CH:23][C:24]4[N-:25][C:4]([CH:5]=[C:6]5[N:10]=[C:9]([CH:11]=2)[C:8]([CH3:32])=[C:7]5[CH2:33][CH2:34][C:35]([OH:37])=[O:36])=[C:3]([CH2:38][CH2:39][C:40]([O-:42])=[O:41])[C:2]=4[CH3:1])[N:22]=3)[C:14]=1[CH:29]=[CH2:30].[CH3:31][C:13]1[C:12]2[N-:16][C:15](=[CH:17][C:18]3[C:19]([CH3:28])=[C:20]([CH:26]=[CH2:27])[C:21](=[CH:23][C:24]4[N-:25][C:4]([CH:5]=[C:6]5[N:10]=[C:9]([CH:11]=2)[C:8]([CH3:32])=[C:7]5[CH2:33][CH2:34][C:35]([OH:37])=[O:36])=[C:3]([CH2:38][CH2:39][C:40]([O-:42])=[O:41])[C:2]=4[CH3:1])[N:22]=3)[C:14]=1[CH:29]=[CH2:30].[Fe+5:44].[Fe+5:44].[Fe+5:44].[Fe+5:44].[CH3:31][C:13]1[C:12]2[N-:16][C:15](=[CH:17][C:18]3[C:19]([CH3:28])=[C:20]([CH:26]=[CH2:27])[C:21](=[CH:23][C:24]4[N-:25][C:4]([CH:5]=[C:6]5[N:10]=[C:9]([CH:11]=2)[C:8]([CH3:32])=[C:7]5[CH2:33][CH2:34][C:35]([OH:37])=[O:36])=[C:3]([CH2:38][CH2:39][C:40]([O-:42])=[O:41])[C:2]=4[CH3:1])[N:22]=3)[C:14]=1[CH:29]=[CH2:30].[CH3:31][C:13]1[C:12]2[N-:16][C:15](=[CH:17][C:18]3[C:19]([CH3:28])=[C:20]([CH:26]=[CH2:27])[C:21](=[CH:23][C:24]4[N-:25][C:4]([CH:5]=[C:6]5[N:10]=[C:9]([CH:11]=2)[C:8]([CH3:32])=[C:7]5[CH2:33][CH2:34][C:35]([O-:37])=[O:36])=[C:3]([CH2:38][CH2:39][C:40]([OH:42])=[O:41])[C:2]=4[CH3:1])[N:22]=3)[C:14]=1[CH:29]=[CH2:30].[Fe:44].[Fe:44]. Given the reactants [CH3:1][C:2]1[C:24]2[N-:25][C:4](=[CH:5][C:6]3[N-:10][C:9]([CH:11]=[C:12]4[N:16]=[C:15]([CH:17]=[C:18]5[N:22]=[C:21]([CH:23]=2)[C:20]([CH:26]=[CH2:27])=[C:19]5[CH3:28])[C:14]([CH:29]=[CH2:30])=[C:13]4[CH3:31])=[C:8]([CH3:32])[C:7]=3[CH2:33][CH2:34][C:35]([OH:37])=[O:36])[C:3]=1[CH2:38][CH2:39][C:40]([OH:42])=[O:41].[Cl-].[Fe+3:44].Cl.C(O)(=O)C, predict the reaction product. (2) Given the reactants I[C:2]1[C:10]2[C:5](=[N:6][CH:7]=[C:8]([C:11]3[C:12]([CH3:17])=[N:13][O:14][C:15]=3[CH3:16])[CH:9]=2)[N:4]([CH3:18])[CH:3]=1.C([Mg]Cl)(C)C.[CH:24]12[CH2:30][CH:27]([CH2:28][CH2:29]1)[CH2:26][CH:25]2[CH:31]=[O:32].O, predict the reaction product. The product is: [CH3:17][C:12]1[C:11]([C:8]2[CH:9]=[C:10]3[C:2]([CH:31]([CH:25]4[CH2:26][CH:27]5[CH2:30][CH:24]4[CH2:29][CH2:28]5)[OH:32])=[CH:3][N:4]([CH3:18])[C:5]3=[N:6][CH:7]=2)=[C:15]([CH3:16])[O:14][N:13]=1. (3) Given the reactants [F:1][CH:2]([F:39])[C:3]1[N:7]([C:8]2[N:13]=[C:12]([N:14]3[CH2:19][CH2:18][O:17][CH2:16][CH2:15]3)[N:11]=[C:10]([N:20]3[CH2:25][CH2:24][N:23](C(OC(C)(C)C)=O)[CH2:22][CH2:21]3)[N:9]=2)[C:6]2[CH:33]=[CH:34][CH:35]=[C:36]([O:37][CH3:38])[C:5]=2[N:4]=1.C(O)(C(F)(F)F)=O.N, predict the reaction product. The product is: [F:39][CH:2]([F:1])[C:3]1[N:7]([C:8]2[N:13]=[C:12]([N:14]3[CH2:15][CH2:16][O:17][CH2:18][CH2:19]3)[N:11]=[C:10]([N:20]3[CH2:25][CH2:24][NH:23][CH2:22][CH2:21]3)[N:9]=2)[C:6]2[CH:33]=[CH:34][CH:35]=[C:36]([O:37][CH3:38])[C:5]=2[N:4]=1.